From a dataset of Peptide-MHC class I binding affinity with 185,985 pairs from IEDB/IMGT. Regression. Given a peptide amino acid sequence and an MHC pseudo amino acid sequence, predict their binding affinity value. This is MHC class I binding data. (1) The peptide sequence is RSYMSFWCK. The MHC is HLA-A01:01 with pseudo-sequence HLA-A01:01. The binding affinity (normalized) is 0.0847. (2) The peptide sequence is DGLYNISL. The MHC is Mamu-A02 with pseudo-sequence Mamu-A02. The binding affinity (normalized) is 0.